From a dataset of Catalyst prediction with 721,799 reactions and 888 catalyst types from USPTO. Predict which catalyst facilitates the given reaction. (1) Reactant: [C:1]([O:5][CH2:6][C:7]1[CH:8]=[CH:9][C:10](Cl)=[N:11][CH:12]=1)([CH3:4])([CH3:3])[CH3:2].O.[NH2:15][NH2:16]. Product: [C:1]([O:5][CH2:6][C:7]1[CH:8]=[CH:9][C:10]([NH:15][NH2:16])=[N:11][CH:12]=1)([CH3:4])([CH3:3])[CH3:2]. The catalyst class is: 8. (2) Reactant: CS(O[CH:6]1[CH2:9][N:8]([C:10]2[S:11][CH:12]=[C:13]([C:15]([N:17]3[CH2:22][CH2:21][CH2:20][CH2:19][CH2:18]3)=[O:16])[N:14]=2)[CH2:7]1)(=O)=O.[C:23]([O-:26])(=[S:25])[CH3:24].[K+]. Product: [C:23]([S:25][CH:6]1[CH2:7][N:8]([C:10]2[S:11][CH:12]=[C:13]([C:15]([N:17]3[CH2:18][CH2:19][CH2:20][CH2:21][CH2:22]3)=[O:16])[N:14]=2)[CH2:9]1)(=[O:26])[CH3:24]. The catalyst class is: 9. (3) Reactant: [OH:1][C:2]1[CH:3]=[C:4]([CH:8]=[CH:9][CH:10]=1)[CH2:5][CH2:6][OH:7].[Si:11](Cl)([C:14]([CH3:17])([CH3:16])[CH3:15])([CH3:13])[CH3:12].N1C=CC=CC=1. Product: [C:14]([Si:11]([CH3:13])([CH3:12])[O:7][CH2:6][CH2:5][C:4]1[CH:3]=[C:2]([OH:1])[CH:10]=[CH:9][CH:8]=1)([CH3:17])([CH3:16])[CH3:15]. The catalyst class is: 2. (4) Reactant: O[C:2]([C:9]1[CH:15]=[CH:14][CH:13]=[CH:12][C:10]=1[NH2:11])([CH3:8])[CH2:3][CH2:4][CH:5]([CH3:7])[CH3:6].O.C1(C)C=CC(S(O)(=O)=O)=CC=1. Product: [CH3:8][CH:2]([C:9]1[CH:15]=[CH:14][CH:13]=[CH:12][C:10]=1[NH2:11])[CH2:3][CH2:4][CH:5]([CH3:6])[CH3:7]. The catalyst class is: 133. (5) Reactant: FC(F)(F)C(O)=O.C(OC([N:15]1[CH2:20][CH2:19][C:18]([C:29]#[N:30])([CH2:21][C:22]2[CH:27]=[CH:26][C:25]([F:28])=[CH:24][CH:23]=2)[CH2:17][CH2:16]1)=O)(C)(C)C. Product: [F:28][C:25]1[CH:26]=[CH:27][C:22]([CH2:21][C:18]2([C:29]#[N:30])[CH2:19][CH2:20][NH:15][CH2:16][CH2:17]2)=[CH:23][CH:24]=1. The catalyst class is: 2. (6) Reactant: [CH2:1]([O:3][C:4]1[N:5]=[CH:6][C:7]2[C:12]([C:13]=1[C:14]([O:16]CC)=[O:15])=[CH:11][CH:10]=[CH:9][CH:8]=2)[CH3:2].[OH-].[Na+]. Product: [CH2:1]([O:3][C:4]1[N:5]=[CH:6][C:7]2[C:12]([C:13]=1[C:14]([OH:16])=[O:15])=[CH:11][CH:10]=[CH:9][CH:8]=2)[CH3:2]. The catalyst class is: 5.